From a dataset of Peptide-MHC class I binding affinity with 185,985 pairs from IEDB/IMGT. Regression. Given a peptide amino acid sequence and an MHC pseudo amino acid sequence, predict their binding affinity value. This is MHC class I binding data. (1) The MHC is Mamu-A01 with pseudo-sequence Mamu-A01. The peptide sequence is MSYKLAIDM. The binding affinity (normalized) is 0.274. (2) The peptide sequence is LPQYFTFDL. The MHC is HLA-B15:17 with pseudo-sequence HLA-B15:17. The binding affinity (normalized) is 0.0847. (3) The peptide sequence is SSTSRFVMF. The MHC is HLA-B08:01 with pseudo-sequence HLA-B08:01. The binding affinity (normalized) is 0.352. (4) The peptide sequence is AEFKYIAAV. The MHC is Patr-A0701 with pseudo-sequence Patr-A0701. The binding affinity (normalized) is 0.112. (5) The peptide sequence is YMYDFILRF. The MHC is HLA-A26:01 with pseudo-sequence HLA-A26:01. The binding affinity (normalized) is 0.0847. (6) The peptide sequence is ISPRNYFTF. The MHC is HLA-A24:02 with pseudo-sequence HLA-A24:02. The binding affinity (normalized) is 1.00. (7) The peptide sequence is VPLRPMTY. The MHC is HLA-B57:01 with pseudo-sequence HLA-B57:01. The binding affinity (normalized) is 0. (8) The peptide sequence is ELVMDKNHAI. The MHC is HLA-A02:02 with pseudo-sequence HLA-A02:02. The binding affinity (normalized) is 0.117. (9) The binding affinity (normalized) is 0. The MHC is H-2-Kb with pseudo-sequence H-2-Kb. The peptide sequence is SGGAGDDVL. (10) The peptide sequence is YGIYCTLYVTV. The MHC is Mamu-A02 with pseudo-sequence Mamu-A02. The binding affinity (normalized) is 0.225.